Predict the reaction yield, written as a fraction of the theoretical maximum amount of product (1.0 means a 100% yield; for example, 0.34 means a 34% yield). From a dataset of Reaction yield outcomes from USPTO patents with 853,638 reactions. (1) The reactants are [CH3:1][N:2]([C:4](=[O:7])[CH2:5][CH3:6])[NH2:3].O=[C:9]([C:15]([O:17][CH2:18][CH3:19])=[O:16])[C:10]([O:12][CH2:13][CH3:14])=[O:11]. The catalyst is C1(C)C=CC=CC=1. The product is [CH3:1][N:2]([C:4](=[O:7])[CH2:5][CH3:6])[N:3]=[C:9]([C:10]([O:12][CH2:13][CH3:14])=[O:11])[C:15]([O:17][CH2:18][CH3:19])=[O:16]. The yield is 0.490. (2) The reactants are [Br:1][C:2]1[C:3]([O:18][C:19]2[CH:27]=[CH:26][C:22]([C:23]([OH:25])=O)=[CH:21][CH:20]=2)=[C:4]([Cl:17])[CH:5]=[C:6]2[C:11]=1[O:10][CH2:9][CH2:8][CH:7]2[C:12]([O:14][CH2:15][CH3:16])=[O:13].Cl.[Cl:29][C:30]1[CH:35]=[CH:34][C:33]([C:36]2[N:41]=[C:40]([NH2:42])[CH:39]=[CH:38][CH:37]=2)=[CH:32][CH:31]=1.C(N(CC)C(C)C)(C)C. The catalyst is S(Cl)(Cl)=O.C(OCC)(=O)C.Cl. The product is [Br:1][C:2]1[C:3]([O:18][C:19]2[CH:20]=[CH:21][C:22]([C:23](=[O:25])[NH:42][C:40]3[CH:39]=[CH:38][CH:37]=[C:36]([C:33]4[CH:34]=[CH:35][C:30]([Cl:29])=[CH:31][CH:32]=4)[N:41]=3)=[CH:26][CH:27]=2)=[C:4]([Cl:17])[CH:5]=[C:6]2[C:11]=1[O:10][CH2:9][CH2:8][CH:7]2[C:12]([O:14][CH2:15][CH3:16])=[O:13]. The yield is 0.580. (3) The reactants are [C:1]([C:4]1[C:12]2[O:11][C:10]([C:13]3([CH3:28])[CH2:17][CH2:16][CH2:15][N:14]3C(OCC3C=CC=CC=3)=O)=[N:9][C:8]=2[CH:7]=[CH:6][CH:5]=1)(=[O:3])[NH2:2].[H][H]. The catalyst is CO.[Pd]. The product is [CH3:28][C:13]1([C:10]2[O:11][C:12]3[C:4]([C:1]([NH2:2])=[O:3])=[CH:5][CH:6]=[CH:7][C:8]=3[N:9]=2)[CH2:17][CH2:16][CH2:15][NH:14]1. The yield is 0.430.